Dataset: Forward reaction prediction with 1.9M reactions from USPTO patents (1976-2016). Task: Predict the product of the given reaction. (1) The product is: [C:16]1([NH:15]/[CH:11]=[CH:10]/[CH:9]=[C:4]([C:3]([O:2][CH3:1])=[O:14])[C:5]([O:7][CH3:8])=[O:6])[CH:21]=[CH:20][CH:19]=[CH:18][CH:17]=1. Given the reactants [CH3:1][O:2][C:3](=[O:14])[C:4](=[CH:9][CH:10]=[CH:11]OC)[C:5]([O:7][CH3:8])=[O:6].[NH2:15][C:16]1[CH:21]=[CH:20][CH:19]=[CH:18][CH:17]=1, predict the reaction product. (2) Given the reactants [C:1]([NH:8][C@H:9]([C:11]([OH:13])=O)[CH3:10])([O:3][C:4]([CH3:7])([CH3:6])[CH3:5])=[O:2].N1C(F)=NC(F)=NC=1[F:16].N1C=CC=CC=1, predict the reaction product. The product is: [C:4]([O:3][C:1](=[O:2])[NH:8][C@H:9]([C:11]([F:16])=[O:13])[CH3:10])([CH3:7])([CH3:6])[CH3:5]. (3) Given the reactants Br[C:2]1[N:10]([CH2:11][C@H:12]2[CH2:17][CH2:16][C@H:15]([CH3:18])[CH2:14][CH2:13]2)[C:9]2[C:4](=[N:5][C:6]([C:26]#[N:27])=[N:7][C:8]=2[C:19]2[CH:24]=[CH:23][CH:22]=[C:21]([Cl:25])[CH:20]=2)[N:3]=1.CC1(C)C(C)(C)OB([C:36]([CH:38]2[CH2:43][CH2:42][O:41][CH2:40][CH2:39]2)=[CH2:37])O1.C(COC)OC.C([O-])([O-])=O.[Na+].[Na+], predict the reaction product. The product is: [Cl:25][C:21]1[CH:20]=[C:19]([C:8]2[N:7]=[C:6]([C:26]#[N:27])[N:5]=[C:4]3[C:9]=2[N:10]([CH2:11][C@H:12]2[CH2:17][CH2:16][C@H:15]([CH3:18])[CH2:14][CH2:13]2)[C:2]([C:36]([CH:38]2[CH2:43][CH2:42][O:41][CH2:40][CH2:39]2)=[CH2:37])=[N:3]3)[CH:24]=[CH:23][CH:22]=1. (4) Given the reactants [Br:1][C:2]1[CH:11]=[C:10]2[C:5]([CH:6]=[CH:7][C:8](Cl)=[N:9]2)=[CH:4][CH:3]=1.[CH3:13][NH2:14].C(O)C, predict the reaction product. The product is: [Br:1][C:2]1[CH:11]=[C:10]2[C:5]([CH:6]=[CH:7][C:8]([NH:14][CH3:13])=[N:9]2)=[CH:4][CH:3]=1. (5) The product is: [C:26]([NH:29][C:22]([C:21]1[CH:20]=[N:19][N:16]2[CH:17]=[CH:18][C:13]([N:9]3[CH2:10][CH2:11][CH2:12][C@@H:8]3[C:4]3[CH:5]=[N:6][CH:7]=[C:2]([F:1])[CH:3]=3)=[N:14][C:15]=12)=[O:24])([CH3:28])([CH3:27])[CH3:25]. Given the reactants [F:1][C:2]1[CH:3]=[C:4]([C@H:8]2[CH2:12][CH2:11][CH2:10][N:9]2[C:13]2[CH:18]=[CH:17][N:16]3[N:19]=[CH:20][C:21]([C:22]([OH:24])=O)=[C:15]3[N:14]=2)[CH:5]=[N:6][CH:7]=1.[CH3:25][C:26]([NH2:29])([CH3:28])[CH3:27], predict the reaction product. (6) Given the reactants C[O-].[Na+].C([O:7][C:8]1[CH:13]=[CH:12][C:11]([F:14])=[CH:10][C:9]=1[O:15][CH2:16][C:17]1[CH:22]=[CH:21][CH:20]=[CH:19][CH:18]=1)(=O)C, predict the reaction product. The product is: [CH2:16]([O:15][C:9]1[CH:10]=[C:11]([F:14])[CH:12]=[CH:13][C:8]=1[OH:7])[C:17]1[CH:18]=[CH:19][CH:20]=[CH:21][CH:22]=1. (7) Given the reactants Cl.Cl.N[C@@H:4]1[CH2:9][CH:8]2[CH2:10][CH2:11][N:5]1[CH2:6][CH2:7]2.C([N:14](CC)CC)C.[F:19][C:20]([F:36])([F:35])[C:21]1[O:25][N:24]=[C:23]([C:26]2[S:30][C:29]([C:31](Cl)=[O:32])=[CH:28][CH:27]=2)[C:22]=1[CH3:34], predict the reaction product. The product is: [N:5]12[CH2:11][CH2:10][CH:8]([CH2:7][CH2:6]1)[C@H:9]([NH:14][C:31]([C:29]1[S:30][C:26]([C:23]3[C:22]([CH3:34])=[C:21]([C:20]([F:36])([F:35])[F:19])[O:25][N:24]=3)=[CH:27][CH:28]=1)=[O:32])[CH2:4]2. (8) Given the reactants [Br:1][C:2]1[N:7]=[C:6]2[N:8]([CH:12]([CH2:15][CH3:16])[CH2:13][CH3:14])[C:9]([OH:11])=[N:10][C:5]2=[N:4][CH:3]=1.C(N(CC)CC)C.[CH3:24][C:25]([O:28][C:29](O[C:29]([O:28][C:25]([CH3:27])([CH3:26])[CH3:24])=[O:30])=[O:30])([CH3:27])[CH3:26], predict the reaction product. The product is: [Br:1][C:2]1[N:7]=[C:6]2[N:8]([CH:12]([CH2:15][CH3:16])[CH2:13][CH3:14])[C:9](=[O:11])[N:10]([C:29]([O:28][C:25]([CH3:27])([CH3:26])[CH3:24])=[O:30])[C:5]2=[N:4][CH:3]=1. (9) Given the reactants C[O:2][C:3]([CH2:5][CH2:6][CH2:7][CH2:8][CH2:9][CH2:10][CH2:11][O:12][C:13]1[C:14]([Se:27][C:28]2[CH:38]=[CH:37][C:31]([C:32]([O:34]CC)=[O:33])=[CH:30][CH:29]=2)=[CH:15][C:16]2[C:17]([CH3:26])([CH3:25])[CH2:18][CH2:19][C:20]([CH3:24])([CH3:23])[C:21]=2[CH:22]=1)=[O:4].[OH-].[Na+], predict the reaction product. The product is: [C:3]([CH2:5][CH2:6][CH2:7][CH2:8][CH2:9][CH2:10][CH2:11][O:12][C:13]1[C:14]([Se:27][C:28]2[CH:38]=[CH:37][C:31]([C:32]([OH:34])=[O:33])=[CH:30][CH:29]=2)=[CH:15][C:16]2[C:17]([CH3:25])([CH3:26])[CH2:18][CH2:19][C:20]([CH3:24])([CH3:23])[C:21]=2[CH:22]=1)([OH:4])=[O:2]. (10) Given the reactants [Cl:1][C:2]1[CH:8]=[CH:7][CH:6]=[C:5]([Cl:9])[C:3]=1[NH2:4].Cl[C:11]1[C:20]2[C:15](=[C:16]([O:23][CH:24]3[CH2:28][CH2:27][CH2:26][CH2:25]3)[C:17]([O:21][CH3:22])=[CH:18][CH:19]=2)[N:14]=[CH:13][CH:12]=1, predict the reaction product. The product is: [CH:24]1([O:23][C:16]2[C:17]([O:21][CH3:22])=[CH:18][CH:19]=[C:20]3[C:15]=2[N:14]=[CH:13][CH:12]=[C:11]3[NH:4][C:3]2[C:2]([Cl:1])=[CH:8][CH:7]=[CH:6][C:5]=2[Cl:9])[CH2:25][CH2:26][CH2:27][CH2:28]1.